Dataset: TCR-epitope binding with 47,182 pairs between 192 epitopes and 23,139 TCRs. Task: Binary Classification. Given a T-cell receptor sequence (or CDR3 region) and an epitope sequence, predict whether binding occurs between them. The epitope is KLWAQCVQL. The TCR CDR3 sequence is CASSQDLLSGAQYF. Result: 0 (the TCR does not bind to the epitope).